The task is: Predict the reactants needed to synthesize the given product.. This data is from Full USPTO retrosynthesis dataset with 1.9M reactions from patents (1976-2016). The reactants are: [CH3:1][N:2]1[CH2:7][CH2:6][CH2:5][C@@H:4]([C:8](OCC)=[O:9])[CH2:3]1.[H-].[Al+3].[Li+].[H-].[H-].[H-].O.[OH-].[Na+]. Given the product [CH3:1][N:2]1[CH2:7][CH2:6][CH2:5][C@@H:4]([CH2:8][OH:9])[CH2:3]1, predict the reactants needed to synthesize it.